Dataset: Full USPTO retrosynthesis dataset with 1.9M reactions from patents (1976-2016). Task: Predict the reactants needed to synthesize the given product. (1) Given the product [Br:1][C:2]1[CH:7]=[CH:6][CH:5]=[C:4]([CH2:8][Br:17])[C:3]=1[Cl:9], predict the reactants needed to synthesize it. The reactants are: [Br:1][C:2]1[CH:7]=[CH:6][CH:5]=[C:4]([CH3:8])[C:3]=1[Cl:9].C1C(=O)N([Br:17])C(=O)C1.CC(N=NC(C#N)(C)C)(C#N)C. (2) Given the product [CH3:15][O:14][C:11]1[CH:12]=[N:13][C:5]2[S:4][CH2:3][CH2:2][NH:1][C:7](=[O:8])[C:6]=2[CH:10]=1, predict the reactants needed to synthesize it. The reactants are: [NH2:1][CH2:2][CH2:3][S:4][C:5]1[N:13]=[CH:12][C:11]([O:14][CH3:15])=[CH:10][C:6]=1[C:7](O)=[O:8].CCN=C=NCCCN(C)C.CCN(C(C)C)C(C)C. (3) Given the product [Br:14][C@H:12]1[CH2:11][O:10][C@@H:9]2[C@H:7]([CH3:8])[CH2:6][O:5][C@H:13]12, predict the reactants needed to synthesize it. The reactants are: CS([O:5][CH2:6][C@H:7]([C@@H:9]1[CH:13]=[CH:12][CH2:11][O:10]1)[CH3:8])(=O)=O.[Br-:14].[Li+].S(C1C=CC(C)=CC=1)([O-])(=O)=O. (4) Given the product [N:17]1[CH:18]=[CH:19][CH:20]=[CH:21][C:16]=1[C:13]1[CH:14]=[CH:15][C:10]([CH2:9][O:8][C:4]2[CH:5]=[N:6][CH:7]=[C:2]([N:36]3[CH2:41][CH2:40][NH:39][CH2:38][CH2:37]3)[N:3]=2)=[CH:11][CH:12]=1, predict the reactants needed to synthesize it. The reactants are: Cl[C:2]1[CH:7]=[N:6][CH:5]=[C:4]([O:8][CH2:9][C:10]2[CH:15]=[CH:14][C:13]([C:16]3[CH:21]=[CH:20][CH:19]=[CH:18][N:17]=3)=[CH:12][CH:11]=2)[N:3]=1.N1C=CC=CC=1C1C=CC(CO)=CC=1.[NH:36]1[CH2:41][CH2:40][NH:39][CH2:38][CH2:37]1.C([O-])([O-])=O.[K+].[K+].N1C=CC=CC=1C1C=CC(C=O)=CC=1. (5) Given the product [NH2:25][C:5]1[CH:4]=[C:3]([C:9]2[N:14]=[C:13]([NH:15][CH2:16][CH:17]3[CH2:22][CH2:21][O:20][CH2:19][CH2:18]3)[CH:12]=[N:11][C:10]=2[CH3:23])[C:2]([Cl:1])=[CH:7][N:6]=1, predict the reactants needed to synthesize it. The reactants are: [Cl:1][C:2]1[C:3]([C:9]2[N:14]=[C:13]([NH:15][CH2:16][CH:17]3[CH2:22][CH2:21][O:20][CH2:19][CH2:18]3)[CH:12]=[N:11][C:10]=2[CH3:23])=[CH:4][C:5](F)=[N:6][CH:7]=1.[OH-].[NH4+:25].